Dataset: Peptide-MHC class I binding affinity with 185,985 pairs from IEDB/IMGT. Task: Regression. Given a peptide amino acid sequence and an MHC pseudo amino acid sequence, predict their binding affinity value. This is MHC class I binding data. (1) The peptide sequence is RVIDPRRCMK. The MHC is HLA-A03:01 with pseudo-sequence HLA-A03:01. The binding affinity (normalized) is 0.761. (2) The peptide sequence is SREVISHRL. The MHC is HLA-B40:01 with pseudo-sequence HLA-B40:01. The binding affinity (normalized) is 0.435. (3) The peptide sequence is FLDDASNSA. The MHC is HLA-A11:01 with pseudo-sequence HLA-A11:01. The binding affinity (normalized) is 0.0847.